This data is from Full USPTO retrosynthesis dataset with 1.9M reactions from patents (1976-2016). The task is: Predict the reactants needed to synthesize the given product. Given the product [OH:25][C:14]1[C:15]2[NH:16][C:17]([C:20]3[S:21][CH:22]=[CH:23][CH:24]=3)=[N:18][C:19]=2[C:11]([NH:10][C:8](=[O:9])[CH2:7][CH2:6][C:5]2[NH:1][CH:2]=[N:3][CH:4]=2)=[CH:12][CH:13]=1, predict the reactants needed to synthesize it. The reactants are: [NH:1]1[C:5](/[CH:6]=[CH:7]/[C:8]([NH:10][C:11]2[C:19]3[N:18]=[C:17]([C:20]4[S:21][CH:22]=[CH:23][CH:24]=4)[NH:16][C:15]=3[C:14]([O:25]C)=[CH:13][CH:12]=2)=[O:9])=[CH:4][N:3]=[CH:2]1.[H][H].